Dataset: Forward reaction prediction with 1.9M reactions from USPTO patents (1976-2016). Task: Predict the product of the given reaction. (1) Given the reactants [F:1][C:2]1[CH:3]=[CH:4][C:5]([O:10][C:11]2[CH:12]=[C:13]3[C:17](=[CH:18][CH:19]=2)[NH:16][N:15]=[CH:14]3)=[C:6]([CH:9]=1)[C:7]#[N:8].[H-].[Na+].[CH3:22][C:23]1([CH3:26])[CH2:25][O:24]1, predict the reaction product. The product is: [F:1][C:2]1[CH:3]=[CH:4][C:5]([O:10][C:11]2[CH:12]=[C:13]3[C:17](=[CH:18][CH:19]=2)[N:16]([CH2:22][C:23]([OH:24])([CH3:26])[CH3:25])[N:15]=[CH:14]3)=[C:6]([CH:9]=1)[C:7]#[N:8]. (2) Given the reactants [NH2:1][C@H:2]1[CH2:7][CH2:6][CH2:5][N:4]([CH2:8][C:9]2[C:18]([Cl:19])=[C:17]3[C:12]([C:13](=[O:33])[N:14]([CH2:20][C:21]4[CH:26]=[C:25]([Cl:27])[CH:24]=[CH:23][C:22]=4[S:28]([CH2:31][CH3:32])(=[O:30])=[O:29])[CH:15]=[N:16]3)=[CH:11][C:10]=2[C:34]([F:37])([F:36])[F:35])[CH2:3]1.[CH3:38][N:39](C(OC(C)(C)C)=O)[CH2:40][C:41](O)=[O:42], predict the reaction product. The product is: [Cl:19][C:18]1[C:9]([CH2:8][N:4]2[CH2:5][CH2:6][CH2:7][C@H:2]([NH:1][C:41](=[O:42])[CH2:40][NH:39][CH3:38])[CH2:3]2)=[C:10]([C:34]([F:35])([F:36])[F:37])[CH:11]=[C:12]2[C:17]=1[N:16]=[CH:15][N:14]([CH2:20][C:21]1[CH:26]=[C:25]([Cl:27])[CH:24]=[CH:23][C:22]=1[S:28]([CH2:31][CH3:32])(=[O:30])=[O:29])[C:13]2=[O:33]. (3) Given the reactants [F:1][C:2]([F:34])([F:33])[C:3]1[CH:4]=[C:5]([CH:26]=[C:27]([C:29]([F:32])([F:31])[F:30])[CH:28]=1)[C:6]([N:8]1[CH2:13][CH2:12][N:11]([CH2:14][C:15]#[CH:16])[CH2:10][C@H:9]1[CH2:17][C:18]1[CH:23]=[CH:22][C:21]([CH3:24])=[C:20]([CH3:25])[CH:19]=1)=[O:7].Cl.[CH3:36][C:37]1([CH3:43])[CH2:42][O:41][CH2:40][CH2:39][NH:38]1.C=O.[CH:46](N(C(C)C)CC)(C)C, predict the reaction product. The product is: [F:34][C:2]([F:1])([F:33])[C:3]1[CH:4]=[C:5]([CH:26]=[C:27]([C:29]([F:30])([F:31])[F:32])[CH:28]=1)[C:6]([N:8]1[CH2:13][CH2:12][N:11]([CH2:14][C:15]#[C:16][CH2:46][N:38]2[CH2:39][CH2:40][O:41][CH2:42][C:37]2([CH3:43])[CH3:36])[CH2:10][C@H:9]1[CH2:17][C:18]1[CH:23]=[CH:22][C:21]([CH3:24])=[C:20]([CH3:25])[CH:19]=1)=[O:7]. (4) Given the reactants Cl.[CH3:2][O:3][C:4](=[O:54])[C@@H:5]([NH:21][C:22]([CH:24]1[CH2:33][C:32]2[CH:31]=[C:30]3[O:34][CH2:35][C@H:36]([C:38]4[CH:43]=[CH:42][C:41]([O:44][CH2:45][C:46]5[CH:51]=[CH:50][C:49]([CH3:52])=[C:48]([Cl:53])[CH:47]=5)=[CH:40][CH:39]=4)[O:37][C:29]3=[CH:28][C:27]=2[CH2:26][NH:25]1)=[O:23])[CH2:6][C:7]1[CH:12]=[CH:11][C:10]([C:13]2[CH:18]=[CH:17][C:16]([C:19]#[N:20])=[CH:15][CH:14]=2)=[CH:9][CH:8]=1.[C:55]([NH:58][C:59]1[S:60][C:61]([S:65](Cl)(=[O:67])=[O:66])=[C:62]([CH3:64])[N:63]=1)(=[O:57])[CH3:56], predict the reaction product. The product is: [CH3:2][O:3][C:4](=[O:54])[C@@H:5]([NH:21][C:22]([CH:24]1[CH2:33][C:32]2[CH:31]=[C:30]3[O:34][CH2:35][C@H:36]([C:38]4[CH:43]=[CH:42][C:41]([O:44][CH2:45][C:46]5[CH:51]=[CH:50][C:49]([CH3:52])=[C:48]([Cl:53])[CH:47]=5)=[CH:40][CH:39]=4)[O:37][C:29]3=[CH:28][C:27]=2[CH2:26][N:25]1[S:65]([C:61]1[S:60][C:59]([NH:58][C:55](=[O:57])[CH3:56])=[N:63][C:62]=1[CH3:64])(=[O:66])=[O:67])=[O:23])[CH2:6][C:7]1[CH:8]=[CH:9][C:10]([C:13]2[CH:18]=[CH:17][C:16]([C:19]#[N:20])=[CH:15][CH:14]=2)=[CH:11][CH:12]=1. (5) The product is: [CH3:21][O:20][C:18]([N:7]1[C:8]2[C:4](=[C:3]([N+:12]([O-:14])=[O:13])[C:2]([Cl:1])=[CH:10][CH:9]=2)[CH:5]=[C:6]1[CH3:11])=[O:19]. Given the reactants [Cl:1][C:2]1[C:3]([N+:12]([O-:14])=[O:13])=[C:4]2[C:8](=[CH:9][CH:10]=1)[NH:7][C:6]([CH3:11])=[CH:5]2.[H-].[Na+].Cl[C:18]([O:20][CH3:21])=[O:19], predict the reaction product. (6) Given the reactants COC1C=C(OC)C=CC=1C[N:6]1[C:10]2[N:11]=[CH:12][N:13]=[C:14]([NH:15][CH2:16][CH2:17][N:18]3[CH2:23][CH2:22][O:21][CH2:20][CH2:19]3)[C:9]=2[C:8]([C:24]2[CH:29]=[CH:28][CH:27]=[CH:26][CH:25]=2)=[C:7]1[C:30]1[CH:35]=[CH:34][CH:33]=[CH:32][CH:31]=1, predict the reaction product. The product is: [C:24]1([C:8]2[C:9]3[C:14]([NH:15][CH2:16][CH2:17][N:18]4[CH2:19][CH2:20][O:21][CH2:22][CH2:23]4)=[N:13][CH:12]=[N:11][C:10]=3[NH:6][C:7]=2[C:30]2[CH:35]=[CH:34][CH:33]=[CH:32][CH:31]=2)[CH:25]=[CH:26][CH:27]=[CH:28][CH:29]=1. (7) Given the reactants [N:1]1[C:10]2[C:5](=[CH:6][CH:7]=[CH:8][CH:9]=2)[C:4](O)=[CH:3][C:2]=1[OH:12].[Cl:13][C:14]1[CH:15]=[C:16]([CH:18]=[CH:19][C:20]=1[Cl:21])[NH2:17], predict the reaction product. The product is: [Cl:13][C:14]1[CH:15]=[C:16]([NH:17][C:4]2[C:5]3[C:10](=[CH:9][CH:8]=[CH:7][CH:6]=3)[N:1]=[C:2]([OH:12])[CH:3]=2)[CH:18]=[CH:19][C:20]=1[Cl:21]. (8) Given the reactants Br[C:2]1[CH:10]=[C:9]2[C:5]([CH:6]=[N:7][NH:8]2)=[CH:4][CH:3]=1.[C:11]([O:15][C:16](=[O:18])[CH3:17])([CH3:14])([CH3:13])[CH3:12].[Li+].C[Si]([N-][Si](C)(C)C)(C)C.F[B-](F)(F)F.C(P(C(C)(C)C)C(C)(C)C)(C)(C)C, predict the reaction product. The product is: [NH:8]1[C:9]2[C:5](=[CH:4][CH:3]=[C:2]([CH2:17][C:16]([O:15][C:11]([CH3:14])([CH3:13])[CH3:12])=[O:18])[CH:10]=2)[CH:6]=[N:7]1.